Dataset: Forward reaction prediction with 1.9M reactions from USPTO patents (1976-2016). Task: Predict the product of the given reaction. (1) Given the reactants [C:1]([NH:4][C:5]1[CH:10]=[CH:9][C:8]([OH:11])=[CH:7][CH:6]=1)(=[O:3])[CH3:2].C(O)C.[OH-].[K+].[CH3:17][CH:18]([O:20][C:21](=[O:33])[CH:22]([O:29][C:30](Cl)=[O:31])[O:23][C:24](=[O:28])[CH:25]([CH3:27])[CH3:26])[CH3:19], predict the reaction product. The product is: [CH3:19][CH:18]([O:20][C:21](=[O:33])[CH:22]([O:23][C:24](=[O:28])[CH:25]([CH3:27])[CH3:26])[O:29][C:30]([O:11][C:8]1[CH:9]=[CH:10][C:5]([NH:4][C:1](=[O:3])[CH3:2])=[CH:6][CH:7]=1)=[O:31])[CH3:17]. (2) Given the reactants [Cl:1][C:2]1[N:7]=[CH:6][C:5]([CH:8]=[C:9]([C:12]#[N:13])[C:10]#[N:11])=[CH:4][CH:3]=1.[CH2:14](Cl)[CH:15]=[CH2:16].C[Si]([C:22]#[N:23])(C)C, predict the reaction product. The product is: [Cl:1][C:2]1[N:7]=[CH:6][C:5]([CH:8]([C:22]#[N:23])[C:9]([C:12]#[N:13])([C:10]#[N:11])[CH2:14][CH:15]=[CH2:16])=[CH:4][CH:3]=1. (3) Given the reactants C[O:2][C:3](=[O:31])[CH2:4][C:5]1[C:6]([CH3:30])=[N:7][N:8]([CH2:11][C:12]2[CH:17]=[CH:16][C:15]([CH2:18][S:19][C:20]3[CH:25]=[CH:24][C:23]([C:26]([F:29])([F:28])[F:27])=[CH:22][CH:21]=3)=[CH:14][CH:13]=2)[C:9]=1[CH3:10].[OH-].[Na+].O.Cl, predict the reaction product. The product is: [CH3:30][C:6]1[C:5]([CH2:4][C:3]([OH:31])=[O:2])=[C:9]([CH3:10])[N:8]([CH2:11][C:12]2[CH:13]=[CH:14][C:15]([CH2:18][S:19][C:20]3[CH:21]=[CH:22][C:23]([C:26]([F:29])([F:28])[F:27])=[CH:24][CH:25]=3)=[CH:16][CH:17]=2)[N:7]=1.